Dataset: Peptide-MHC class II binding affinity with 134,281 pairs from IEDB. Task: Regression. Given a peptide amino acid sequence and an MHC pseudo amino acid sequence, predict their binding affinity value. This is MHC class II binding data. The peptide sequence is AGALEVHAVKPVTEE. The MHC is DRB1_0802 with pseudo-sequence DRB1_0802. The binding affinity (normalized) is 0.123.